The task is: Regression. Given two drug SMILES strings and cell line genomic features, predict the synergy score measuring deviation from expected non-interaction effect.. This data is from NCI-60 drug combinations with 297,098 pairs across 59 cell lines. (1) Cell line: HL-60(TB). Drug 2: C1C(C(OC1N2C=NC(=NC2=O)N)CO)O. Drug 1: C(CC(=O)O)C(=O)CN.Cl. Synergy scores: CSS=16.2, Synergy_ZIP=-1.97, Synergy_Bliss=3.82, Synergy_Loewe=-21.5, Synergy_HSA=3.98. (2) Drug 2: CN1C2=C(C=C(C=C2)N(CCCl)CCCl)N=C1CCCC(=O)O.Cl. Cell line: MDA-MB-231. Synergy scores: CSS=42.2, Synergy_ZIP=3.55, Synergy_Bliss=3.15, Synergy_Loewe=-4.33, Synergy_HSA=5.73. Drug 1: CC1=C2C(C(=O)C3(C(CC4C(C3C(C(C2(C)C)(CC1OC(=O)C(C(C5=CC=CC=C5)NC(=O)OC(C)(C)C)O)O)OC(=O)C6=CC=CC=C6)(CO4)OC(=O)C)OC)C)OC. (3) Drug 1: C1=CC=C(C=C1)NC(=O)CCCCCCC(=O)NO. Drug 2: CS(=O)(=O)OCCCCOS(=O)(=O)C. Cell line: SW-620. Synergy scores: CSS=20.8, Synergy_ZIP=-5.75, Synergy_Bliss=-3.13, Synergy_Loewe=-11.5, Synergy_HSA=-2.94.